Dataset: Full USPTO retrosynthesis dataset with 1.9M reactions from patents (1976-2016). Task: Predict the reactants needed to synthesize the given product. (1) Given the product [Br:17][C:14]1[CH:15]=[CH:16][C:11]([C:8]2[NH:7][C:6](=[O:18])[C:5]3=[C:2]([CH2:3][CH3:4])[N:1]=[C:29]([C@H:26]4[CH2:27][CH2:28][C@@H:23]([C:19]([CH3:20])([CH3:22])[CH3:21])[CH2:24][CH2:25]4)[N:10]3[N:9]=2)=[CH:12][CH:13]=1, predict the reactants needed to synthesize it. The reactants are: [NH2:1][CH:2]([C:5]1[C:6](=[O:18])[NH:7][C:8]([C:11]2[CH:16]=[CH:15][C:14]([Br:17])=[CH:13][CH:12]=2)=[N:9][N:10]=1)[CH2:3][CH3:4].[C:19]([C@@H:23]1[CH2:28][CH2:27][C@H:26]([C:29](Cl)=O)[CH2:25][CH2:24]1)([CH3:22])([CH3:21])[CH3:20]. (2) Given the product [Cl:15][C:16]1[CH:21]=[CH:20][C:19]([CH:22]=[CH:23][CH2:24][O:1][C:2]2[CH:9]=[CH:8][C:5]([CH2:6][CH2:12][NH2:13])=[CH:4][C:3]=2[O:10][CH3:11])=[CH:18][CH:17]=1, predict the reactants needed to synthesize it. The reactants are: [OH:1][C:2]1[CH:9]=[CH:8][C:5]([CH2:6]O)=[CH:4][C:3]=1[O:10][CH3:11].[C-:12]#[N:13].[Na+].[Cl:15][C:16]1[CH:21]=[CH:20][C:19]([CH:22]=[CH:23][CH2:24]Cl)=[CH:18][CH:17]=1.O. (3) Given the product [F:1][C:2]1[C:3]([O:29][CH3:30])=[C:4]([C:9]2[C:17]3[C:12](=[N:13][CH:14]=[C:15]([C:18]4[CH:19]=[N:20][N:21]([CH:23]5[CH2:24][CH2:25][N:26]([S:40]([CH2:38][CH3:39])(=[O:42])=[O:41])[CH2:27][CH2:28]5)[CH:22]=4)[CH:16]=3)[NH:11][CH:10]=2)[CH:5]=[C:6]([F:8])[CH:7]=1, predict the reactants needed to synthesize it. The reactants are: [F:1][C:2]1[C:3]([O:29][CH3:30])=[C:4]([C:9]2[C:17]3[C:12](=[N:13][CH:14]=[C:15]([C:18]4[CH:19]=[N:20][N:21]([CH:23]5[CH2:28][CH2:27][NH:26][CH2:25][CH2:24]5)[CH:22]=4)[CH:16]=3)[NH:11][CH:10]=2)[CH:5]=[C:6]([F:8])[CH:7]=1.C(N(CC)CC)C.[CH2:38]([S:40](Cl)(=[O:42])=[O:41])[CH3:39]. (4) Given the product [N:1]1[CH:2]=[C:3]([C:10]2[CH:15]=[CH:14][N:13]=[C:12]([NH:16][C:17]3[CH:18]=[C:19]([CH:23]=[CH:24][CH:25]=3)[C:20]([NH2:28])=[O:21])[N:11]=2)[N:4]2[CH:9]=[CH:8][CH:7]=[CH:6][C:5]=12, predict the reactants needed to synthesize it. The reactants are: [N:1]1[CH:2]=[C:3]([C:10]2[CH:15]=[CH:14][N:13]=[C:12]([NH:16][C:17]3[CH:18]=[C:19]([CH:23]=[CH:24][CH:25]=3)[C:20](O)=[O:21])[N:11]=2)[N:4]2[CH:9]=[CH:8][CH:7]=[CH:6][C:5]=12.C(#[N:28])C.C1N=CN(C(N2C=NC=C2)=O)C=1.[OH-].[NH4+]. (5) Given the product [O:1]1[CH2:5][CH2:4][O:3][CH:2]1[C:6]1[S:7][C:8]([C:25]([OH:27])([CH3:26])[CH:24]([O:28][CH3:29])[O:23][CH3:22])=[CH:9][N:10]=1, predict the reactants needed to synthesize it. The reactants are: [O:1]1[CH2:5][CH2:4][O:3][CH:2]1[C:6]1[S:7][CH:8]=[CH:9][N:10]=1.CCCCCC.C([Li])CCC.[CH3:22][O:23][CH:24]([O:28][CH3:29])[C:25](=[O:27])[CH3:26].C(O)(=O)CC(CC(O)=O)(C(O)=O)O. (6) Given the product [F:16][C:13]1[CH:12]=[CH:11][C:10]([S:7]([CH2:6][CH2:5][C@H:2]2[CH2:3][O:4][C:18]([NH2:17])=[N:1]2)(=[O:9])=[O:8])=[CH:15][CH:14]=1, predict the reactants needed to synthesize it. The reactants are: [NH2:1][C@@H:2]([CH2:5][CH2:6][S:7]([C:10]1[CH:15]=[CH:14][C:13]([F:16])=[CH:12][CH:11]=1)(=[O:9])=[O:8])[CH2:3][OH:4].[N:17]#[C:18]Br. (7) Given the product [CH3:2][C:3]1[C:11]([C:12]2[S:14][C:16]([C:17]([OH:19])=[O:18])=[C:22]([C:24]3[CH:29]=[CH:28][CH:27]=[CH:26][C:25]=3[N+:30]([O-:32])=[O:31])[N:13]=2)=[C:6]2[CH:7]=[CH:8][CH:9]=[CH:10][N:5]2[N:4]=1, predict the reactants needed to synthesize it. The reactants are: Cl.[CH3:2][C:3]1[C:11]([C:12](=[S:14])[NH2:13])=[C:6]2[CH:7]=[CH:8][CH:9]=[CH:10][N:5]2[N:4]=1.Cl[CH:16]([C:22]([C:24]1[CH:29]=[CH:28][CH:27]=[CH:26][C:25]=1[N+:30]([O-:32])=[O:31])=O)[C:17]([O:19]CC)=[O:18].CC(O)C.C(=O)(O)[O-].[Na+].